This data is from Reaction yield outcomes from USPTO patents with 853,638 reactions. The task is: Predict the reaction yield, written as a fraction of the theoretical maximum amount of product (1.0 means a 100% yield; for example, 0.34 means a 34% yield). The reactants are [O:1]([C:8]1[CH:13]=[N:12][NH:11][C:10](=[O:14])[CH:9]=1)[C:2]1[CH:7]=[CH:6][CH:5]=[CH:4][CH:3]=1.[H-].[Na+].[CH3:17][O:18][C:19](=[O:28])[CH:20](Br)[CH2:21][CH:22]1[CH2:26][CH2:25][CH2:24][CH2:23]1. The catalyst is O1CCCC1. The product is [CH3:17][O:18][C:19](=[O:28])[CH:20]([N:11]1[C:10](=[O:14])[CH:9]=[C:8]([O:1][C:2]2[CH:7]=[CH:6][CH:5]=[CH:4][CH:3]=2)[CH:13]=[N:12]1)[CH2:21][CH:22]1[CH2:23][CH2:24][CH2:25][CH2:26]1. The yield is 0.660.